This data is from Forward reaction prediction with 1.9M reactions from USPTO patents (1976-2016). The task is: Predict the product of the given reaction. (1) The product is: [C:1]([C:4]1[NH:8][N:7]=[C:6]([C:9]([NH:11][C@@H:12]([CH3:30])[CH2:13][N:14]2[CH:18]=[CH:17][C:16]([C:19]3[CH:24]=[CH:23][C:22]([C:25]#[N:26])=[C:21]([O:32][CH3:31])[CH:20]=3)=[N:15]2)=[O:10])[CH:5]=1)(=[O:3])[CH3:2]. Given the reactants [C:1]([C:4]1[NH:8][N:7]=[C:6]([C:9]([NH:11][C@@H:12]([CH3:30])[CH2:13][N:14]2[CH:18]=[CH:17][C:16]([C:19]3[CH:24]=[CH:23][C:22]([C:25]#[N:26])=[C:21]([N+]([O-])=O)[CH:20]=3)=[N:15]2)=[O:10])[CH:5]=1)(=[O:3])[CH3:2].[CH3:31][O-:32].C([N+](CCCC)(CCCC)CCCC)CCC, predict the reaction product. (2) Given the reactants [CH3:1][N:2]([CH2:13][C:14]1[NH:18][C:17]2[CH:19]=[CH:20][CH:21]=[C:22]([C:23]([OH:25])=O)[C:16]=2[N:15]=1)[CH:3]1[C:12]2[N:11]=[CH:10][CH:9]=[CH:8][C:7]=2[CH2:6][CH2:5][CH2:4]1.O=C1N(P(Cl)(N2CCOC2=O)=O)CCO1.[NH2:41][CH2:42][CH2:43][C:44]1[N:48]=[CH:47][NH:46][CH:45]=1.C(N(CC)C(C)C)(C)C, predict the reaction product. The product is: [NH:46]1[CH:45]=[C:44]([CH2:43][CH2:42][NH:41][C:23]([C:22]2[C:16]3[N:15]=[C:14]([CH2:13][N:2]([CH3:1])[CH:3]4[C:12]5[N:11]=[CH:10][CH:9]=[CH:8][C:7]=5[CH2:6][CH2:5][CH2:4]4)[NH:18][C:17]=3[CH:19]=[CH:20][CH:21]=2)=[O:25])[N:48]=[CH:47]1. (3) The product is: [CH2:1]([N:3]1[C:11](=[O:12])[CH2:10][CH2:9][C@H:4]1[C:5]([OH:7])=[O:6])[CH3:2]. Given the reactants [CH2:1]([N:3]1[C:11](=[O:12])[CH2:10][CH2:9][C@H:4]1[C:5]([O:7]C)=[O:6])[CH3:2].[OH-].[Na+], predict the reaction product. (4) Given the reactants [H-].[Li+].[Al+3].[H-].[H-].[H-].[F:7][C:8]1[CH:16]=[C:15]2[C:11]([C:12](/[CH:17]=[CH:18]/[N+:19]([O-])=O)=[CH:13][NH:14]2)=[CH:10][CH:9]=1.C(OCC)(=O)C, predict the reaction product. The product is: [F:7][C:8]1[CH:16]=[C:15]2[C:11](=[CH:10][CH:9]=1)[C:12]([CH2:17][CH2:18][NH2:19])=[CH:13][NH:14]2. (5) Given the reactants CN(C)[C:3]1[CH:4]=[C:5]([CH2:9]O)[CH:6]=[CH:7][CH:8]=1.[NH:12]1[CH:16]=[CH:15][CH:14]=[N:13]1.[CH3:17]C1(C)C(C)(C)OB(C2C=NNC=2)O1, predict the reaction product. The product is: [CH3:17][C:5]1([CH2:9][N:12]2[CH:16]=[CH:15][CH:14]=[N:13]2)[CH2:4][CH2:3][CH2:8][CH2:7][CH2:6]1. (6) The product is: [OH:10][C:8]1[CH:9]=[C:4]([CH:5]=[CH:6][C:7]=1[O:11][CH3:12])[CH2:3][NH:2][CH:39]=[C:30]1[C:29]2[C:34](=[CH:35][CH:36]=[C:27]([O:26][CH3:25])[CH:28]=2)[C:33](=[O:37])[NH:32][C:31]1=[O:38]. Given the reactants Cl.[NH2:2][CH2:3][C:4]1[CH:5]=[CH:6][C:7]([O:11][CH3:12])=[C:8]([OH:10])[CH:9]=1.CN(C)C=O.C(N(CC)CC)C.[CH3:25][O:26][C:27]1[CH:28]=[C:29]2[C:34](=[CH:35][CH:36]=1)[C:33](=[O:37])[NH:32][C:31](=[O:38])/[C:30]/2=[CH:39]/OC, predict the reaction product.